From a dataset of Forward reaction prediction with 1.9M reactions from USPTO patents (1976-2016). Predict the product of the given reaction. (1) Given the reactants [F:1][C:2]([F:15])([F:14])[S:3]([N-:6][S:7]([C:10]([F:13])([F:12])[F:11])(=[O:9])=[O:8])(=[O:5])=[O:4].[C:16](=[O:19])([O-])[O-].[NH+:20]1[CH:24]=[CH:23][NH:22][CH:21]=1.[NH+]1[CH:29]=[CH:28]NC=1.[C:30](=O)(O)O.[OH2:34], predict the reaction product. The product is: [N-:6]([S:3]([C:2]([F:15])([F:1])[F:14])(=[O:5])=[O:4])[S:7]([C:10]([F:13])([F:12])[F:11])(=[O:9])=[O:8].[OH:34][CH:28]([N+:20]1[CH:24]=[CH:23][N:22]([CH3:30])[C:21]=1[CH2:16][OH:19])[CH3:29]. (2) Given the reactants C(#N)C.[OH:4][CH:5]([CH3:23])[CH2:6][NH:7][C:8](=[O:22])[C:9]([NH:11][C:12]1[CH:17]=[CH:16][CH:15]=[C:14]([C:18]([F:21])([F:20])[F:19])[CH:13]=1)=[O:10].Br([O-])(=O)=O.[Na+], predict the reaction product. The product is: [O:4]=[C:5]([CH3:23])[CH2:6][NH:7][C:8](=[O:22])[C:9]([NH:11][C:12]1[CH:17]=[CH:16][CH:15]=[C:14]([C:18]([F:19])([F:20])[F:21])[CH:13]=1)=[O:10]. (3) Given the reactants C([Mg]Cl)(C)C.C1COCC1.C(O[C:14]([C:16]1[N:17]([S:29](=[O:34])(=[O:33])[N:30]([CH3:32])[CH3:31])[N:18]=[C:19]([CH2:21][O:22][C:23]2[CH:28]=[CH:27][CH:26]=[CH:25][CH:24]=2)[CH:20]=1)=[O:15])C.Cl.[CH3:36][NH:37][O:38][CH3:39], predict the reaction product. The product is: [CH3:39][O:38][N:37]([CH3:36])[C:14]([C:16]1[N:17]([S:29](=[O:33])(=[O:34])[N:30]([CH3:31])[CH3:32])[N:18]=[C:19]([CH2:21][O:22][C:23]2[CH:24]=[CH:25][CH:26]=[CH:27][CH:28]=2)[CH:20]=1)=[O:15]. (4) The product is: [C:8]([C:10]1[CH:11]=[CH:12][C:13]([CH:16]2[C:25]3[C:24](=[O:26])[CH2:23][CH2:22][CH2:21][C:20]=3[N:19]([C:27]3[CH:32]=[CH:31][CH:30]=[C:29]([C:33]([F:34])([F:35])[F:36])[CH:28]=3)[C:18](=[O:37])[N:17]2[C:38]([NH:7][CH:4]2[CH2:5][CH2:6][S:1][CH2:2][CH2:3]2)=[O:39])=[CH:14][CH:15]=1)#[N:9]. Given the reactants [S:1]1[CH2:6][CH2:5][CH:4]([NH2:7])[CH2:3][CH2:2]1.[C:8]([C:10]1[CH:15]=[CH:14][C:13]([CH:16]2[C:25]3[C:24](=[O:26])[CH2:23][CH2:22][CH2:21][C:20]=3[N:19]([C:27]3[CH:32]=[CH:31][CH:30]=[C:29]([C:33]([F:36])([F:35])[F:34])[CH:28]=3)[C:18](=[O:37])[N:17]2[C:38](OC2C=CC([N+]([O-])=O)=CC=2)=[O:39])=[CH:12][CH:11]=1)#[N:9], predict the reaction product.